From a dataset of Reaction yield outcomes from USPTO patents with 853,638 reactions. Predict the reaction yield, written as a fraction of the theoretical maximum amount of product (1.0 means a 100% yield; for example, 0.34 means a 34% yield). (1) The reactants are [CH:1]1([NH:7][CH2:8][C:9]([OH:16])([CH3:15])[C:10]([O:12][CH2:13][CH3:14])=[O:11])[CH2:6][CH2:5][CH2:4][CH2:3][CH2:2]1.[CH2:17](Br)[C:18]1[CH:23]=[CH:22][CH:21]=[CH:20][CH:19]=1.C([O-])([O-])=O.[K+].[K+].CCOC(C)=O. The catalyst is C(#N)C. The product is [CH2:17]([N:7]([CH:1]1[CH2:2][CH2:3][CH2:4][CH2:5][CH2:6]1)[CH2:8][C:9]([OH:16])([CH3:15])[C:10]([O:12][CH2:13][CH3:14])=[O:11])[C:18]1[CH:23]=[CH:22][CH:21]=[CH:20][CH:19]=1. The yield is 0.750. (2) The reactants are C(O)(=O)C.[CH:5]([O:8][C:9]1[CH:10]=[C:11]([CH:14]=[CH:15][C:16]=1[O:17][CH:18]([CH3:20])[CH3:19])[CH:12]=O)([CH3:7])[CH3:6].[Br:21][C:22]1[CH:23]=[C:24]([NH2:28])[CH:25]=[N:26][CH:27]=1.C(O[BH-](OC(=O)C)OC(=O)C)(=O)C.[Na+]. The catalyst is ClCCCl. The product is [Br:21][C:22]1[CH:23]=[C:24]([NH:28][CH2:12][C:11]2[CH:14]=[CH:15][C:16]([O:17][CH:18]([CH3:20])[CH3:19])=[C:9]([O:8][CH:5]([CH3:7])[CH3:6])[CH:10]=2)[CH:25]=[N:26][CH:27]=1. The yield is 0.340. (3) The reactants are [NH2:1][CH2:2][C:3]1[CH:4]=[C:5]([CH:9]([CH3:31])[C:10]([NH:12][CH2:13][C:14]2[C:15]([N:24]3[CH2:29][CH2:28][CH:27]([CH3:30])[CH2:26][CH2:25]3)=[N:16][C:17]([C:20]([F:23])([F:22])[F:21])=[CH:18][CH:19]=2)=[O:11])[CH:6]=[CH:7][CH:8]=1.C(N(CC)CC)C.[CH3:39][S:40](Cl)(=[O:42])=[O:41]. The catalyst is ClCCl. The product is [CH3:30][CH:27]1[CH2:28][CH2:29][N:24]([C:15]2[C:14]([CH2:13][NH:12][C:10](=[O:11])[CH:9]([C:5]3[CH:6]=[CH:7][CH:8]=[C:3]([CH2:2][NH:1][S:40]([CH3:39])(=[O:42])=[O:41])[CH:4]=3)[CH3:31])=[CH:19][CH:18]=[C:17]([C:20]([F:23])([F:21])[F:22])[N:16]=2)[CH2:25][CH2:26]1. The yield is 0.570. (4) No catalyst specified. The yield is 0.920. The reactants are OS(O)(=O)=O.[N+:6]([O-:9])(O)=[O:7].[F:10][C:11]1[C:19]([F:20])=[C:18]([F:21])[CH:17]=[CH:16][C:12]=1[C:13]([OH:15])=[O:14]. The product is [F:10][C:11]1[C:19]([F:20])=[C:18]([F:21])[C:17]([N+:6]([O-:9])=[O:7])=[CH:16][C:12]=1[C:13]([OH:15])=[O:14].